From a dataset of Catalyst prediction with 721,799 reactions and 888 catalyst types from USPTO. Predict which catalyst facilitates the given reaction. Reactant: [CH3:1][CH:2]1[C:8]2[CH:9]=[CH:10][C:11]([N+:13]([O-])=O)=[CH:12][C:7]=2[CH2:6][CH2:5][N:4]([CH3:16])[CH2:3]1.CC1C2C=C([N+]([O-])=O)C=CC=2CCN(C)C1. Product: [CH3:1][CH:2]1[C:8]2[CH:9]=[CH:10][C:11]([NH2:13])=[CH:12][C:7]=2[CH2:6][CH2:5][N:4]([CH3:16])[CH2:3]1. The catalyst class is: 43.